This data is from Catalyst prediction with 721,799 reactions and 888 catalyst types from USPTO. The task is: Predict which catalyst facilitates the given reaction. (1) Reactant: [C:1](Cl)(=[O:3])[CH3:2].N1C=CC=CC=1.[C:11]([O:15][C:16]([N:18]1[CH2:24][CH2:23][CH2:22][CH:21]([NH:25][CH2:26][C:27]2[CH:32]=[C:31]([C:33]([F:36])([F:35])[F:34])[CH:30]=[C:29]([C:37]([F:40])([F:39])[F:38])[CH:28]=2)[C:20]2[CH:41]=[C:42]([C:45]([F:48])([F:47])[F:46])[CH:43]=[CH:44][C:19]1=2)=[O:17])([CH3:14])([CH3:13])[CH3:12]. Product: [C:11]([O:15][C:16]([N:18]1[CH2:24][CH2:23][CH2:22][CH:21]([N:25]([C:1](=[O:3])[CH3:2])[CH2:26][C:27]2[CH:28]=[C:29]([C:37]([F:40])([F:38])[F:39])[CH:30]=[C:31]([C:33]([F:36])([F:34])[F:35])[CH:32]=2)[C:20]2[CH:41]=[C:42]([C:45]([F:48])([F:46])[F:47])[CH:43]=[CH:44][C:19]1=2)=[O:17])([CH3:14])([CH3:12])[CH3:13]. The catalyst class is: 4. (2) Reactant: Cl[C:2]1[C:11]2[C:6](=[CH:7][CH:8]=[C:9]([O:12][CH3:13])[CH:10]=2)[N:5]=[CH:4][C:3]=1[C:14]([O:16][CH2:17][CH3:18])=[O:15].[NH3:19]. Product: [CH2:17]([O:16][C:14]([C:3]1[CH:4]=[N:5][C:6]2[C:11]([C:2]=1[NH2:19])=[CH:10][C:9]([O:12][CH3:13])=[CH:8][CH:7]=2)=[O:15])[CH3:18]. The catalyst class is: 32. (3) Reactant: [CH3:1][N:2]1[C:6]([C:7]([O:9][CH3:10])=[O:8])=[CH:5][N:4]=[CH:3]1.[CH2:11]=[O:12]. The catalyst class is: 5. Product: [OH:12][CH2:11][C:3]1[N:2]([CH3:1])[C:6]([C:7]([O:9][CH3:10])=[O:8])=[CH:5][N:4]=1. (4) Reactant: Cl[C:2]([C:15]1[CH:20]=[CH:19][CH:18]=[CH:17][CH:16]=1)([C:9]1[CH:14]=[CH:13][CH:12]=[CH:11][CH:10]=1)[C:3]1[CH:8]=[CH:7][CH:6]=[CH:5][CH:4]=1.[CH2:21]([CH2:35][C:36]([NH:38][CH2:39][CH:40]([OH:43])[CH2:41][OH:42])=[S:37])[CH2:22][CH2:23][CH2:24][CH2:25][CH2:26][CH2:27][CH2:28][CH2:29][CH2:30][CH2:31][CH2:32][CH2:33][CH3:34]. Product: [CH2:21]([CH2:35][C:36]([NH:38][CH2:39][CH:40]([OH:43])[CH2:41][O:42][C:2]([C:15]1[CH:20]=[CH:19][CH:18]=[CH:17][CH:16]=1)([C:9]1[CH:14]=[CH:13][CH:12]=[CH:11][CH:10]=1)[C:3]1[CH:8]=[CH:7][CH:6]=[CH:5][CH:4]=1)=[S:37])[CH2:22][CH2:23][CH2:24][CH2:25][CH2:26][CH2:27][CH2:28][CH2:29][CH2:30][CH2:31][CH2:32][CH2:33][CH3:34]. The catalyst class is: 17.